This data is from Catalyst prediction with 721,799 reactions and 888 catalyst types from USPTO. The task is: Predict which catalyst facilitates the given reaction. (1) Reactant: [F:1][C:2]1[CH:7]=[CH:6][C:5]([NH:8][C:9]2[CH:14]=[C:13]([NH:15][CH3:16])[N:12]=[CH:11][N:10]=2)=[CH:4][CH:3]=1.[CH3:17][O:18][C:19]1[CH:24]=[CH:23][C:22]([N:25]=[C:26]=[O:27])=[CH:21][CH:20]=1.C([O-])(=O)C.C([O-])(=O)C.C([Sn+2]CCCC)CCC.C([O-])([O-])=O.[Na+].[Na+]. Product: [F:1][C:2]1[CH:3]=[CH:4][C:5]([NH:8][C:9]2[N:10]=[CH:11][N:12]=[C:13]([N:15]([CH3:16])[C:26]([NH:25][C:22]3[CH:21]=[CH:20][C:19]([O:18][CH3:17])=[CH:24][CH:23]=3)=[O:27])[CH:14]=2)=[CH:6][CH:7]=1. The catalyst class is: 155. (2) Reactant: [F:1][CH:2]([F:24])[O:3][C:4]1[CH:9]=[CH:8][C:7]([N:10]2[CH:15]=[CH:14][C:13](=[O:16])[C:12]([C:17](=O)[CH:18]=[CH:19][N:20](C)C)=[N:11]2)=[CH:6][CH:5]=1.[C:25]1([NH:31]N)[CH:30]=[CH:29][CH:28]=[CH:27][CH:26]=1. Product: [F:1][CH:2]([F:24])[O:3][C:4]1[CH:9]=[CH:8][C:7]([N:10]2[CH:15]=[CH:14][C:13](=[O:16])[C:12]([C:17]3[N:31]([C:25]4[CH:30]=[CH:29][CH:28]=[CH:27][CH:26]=4)[N:20]=[CH:19][CH:18]=3)=[N:11]2)=[CH:6][CH:5]=1. The catalyst class is: 5. (3) Reactant: C(NC(C)C)(C)C.C([Li])CCC.CCCCCC.[C:19]([O:22][CH2:23][CH3:24])(=[O:21])[CH3:20].[CH3:25][N:26]([CH3:40])[C:27](=[O:39])[O:28][C:29]1[CH:34]=[CH:33][C:32]([CH:35]=[O:36])=[C:31]([CH:37]=[CH2:38])[CH:30]=1.[Cl-].[NH4+]. Product: [CH3:25][N:26]([CH3:40])[C:27]([O:28][C:29]1[CH:34]=[CH:33][C:32]([CH:35]([OH:36])[CH2:20][C:19]([O:22][CH2:23][CH3:24])=[O:21])=[C:31]([CH:37]=[CH2:38])[CH:30]=1)=[O:39]. The catalyst class is: 7. (4) Reactant: [CH3:1][O:2][C:3](=[O:29])[CH:4]=[C:5](C)[CH2:6][CH:7]([C:9]1[N:10]([CH:25]([CH3:27])[CH3:26])[C:11]2[C:16]([C:17]=1[C:18]1[CH:23]=[CH:22][C:21]([F:24])=[CH:20][CH:19]=1)=[CH:15][CH:14]=[CH:13][CH:12]=2)C.C(N(CC)CC)C.[OH-:37].[NH4+].[Cl-].[Na+]. Product: [CH3:1][O:2][C:3](=[O:29])[CH2:4][C:5](=[O:37])/[CH:6]=[CH:7]/[C:9]1[N:10]([CH:25]([CH3:26])[CH3:27])[C:11]2[C:16]([C:17]=1[C:18]1[CH:23]=[CH:22][C:21]([F:24])=[CH:20][CH:19]=1)=[CH:15][CH:14]=[CH:13][CH:12]=2. The catalyst class is: 1.